This data is from Forward reaction prediction with 1.9M reactions from USPTO patents (1976-2016). The task is: Predict the product of the given reaction. The product is: [OH:1][C:2]1[CH:7]=[CH:6][C:5]([CH:8]([OH:24])[CH:9]([N:11]2[CH2:12][CH2:13][C:14]([OH:23])([C:17]3[CH:18]=[CH:19][CH:20]=[CH:21][CH:22]=3)[CH2:15][CH2:16]2)[CH3:10])=[CH:4][CH:3]=1. Given the reactants [OH:1][C:2]1[CH:7]=[CH:6][C:5]([C@H:8]([OH:24])[C@@H:9]([N:11]2[CH2:16][CH2:15][C:14]([OH:23])([C:17]3[CH:22]=[CH:21][CH:20]=[CH:19][CH:18]=3)[CH2:13][CH2:12]2)[CH3:10])=[CH:4][CH:3]=1.C(C(C(C([O-])=O)O)O)([O-])=O, predict the reaction product.